The task is: Binary Classification. Given a miRNA mature sequence and a target amino acid sequence, predict their likelihood of interaction.. This data is from Experimentally validated miRNA-target interactions with 360,000+ pairs, plus equal number of negative samples. (1) The miRNA is cel-miR-356a with sequence UUGAGCAACGCGAACAAAUCA. The protein sequence of the target gene is MRAQRGLILLLLLLAVFCSTAVSLKCYNCLDPVSSCKINTTCSPNLDSCLYAVAGRQVYQQCWKLSDCNSNYIMSRLDVAGIQSKCCQWDLCNKNLDGLEEPNNAETSSLRKTALLGTSVLVAILKFCF. Result: 0 (no interaction). (2) The miRNA is mmu-miR-582-5p with sequence AUACAGUUGUUCAACCAGUUAC. The protein sequence of the target gene is MAESAGASSFFPLVVLLLAGSGGSGPRGIQALLCACTSCLQTNYTCETDGACMVSIFNLDGVEHHVRTCIPKVELVPAGKPFYCLSSEDLRNTHCCYIDFCNKIDLRVPSGHLKEPAHPSMWGPVELVGIIAGPVFLLFLIIIIVFLVINYHQRVYHNRQRLDMEDPSCEMCLSKDKTLQDLVYDLSTSGSGSGLPLFVQRTVARTIVLQEIIGKGRFGEVWRGRWRGGDVAVKIFSSREERSWFREAEIYQTVMLRHENILGFIAADNKDNGTWTQLWLVSDYHEHGSLFDYLNRYTVT.... Result: 0 (no interaction). (3) The miRNA is mmu-miR-467g with sequence UAUACAUACACACACAUAUAU. The protein sequence of the target gene is MEINHPDQLSVEHPTPPGDSSSLNQNGPGKQDGERCSTSGQAPEQEGSLHPEKGAHDVAEELSRQLEDIISTYGSAASPRGKESTSETKEQPPNTEAPDNEDVDYEETTEEIDREPTAPEEPAAAKEPVSNKEQKLEKKILKGLGKEANLLMQNLNKLQAPEEKLDFLFKKYTELLDEHRTEQKKLKLLLKQQAQTQREKDQLQSEHNRAVLARSKLESLCRELQRHNKTLKEETLQRAREEEEKRKEITSHFQTTLTDIQTQIEQQSERNMKLCQENTELAEKLKSIIDQYELREEHLD.... Result: 1 (interaction). (4) The miRNA is cel-miR-239b-5p with sequence UUUGUACUACACAAAAGUACUG. The protein sequence of the target gene is MPKGPKQQPPEPEWIGDGEGTSPADKVVKKGKKDKKTKKTFFEELAVEDKQAGEEEKLQKEKEQQQQQQQQKKKRDTRKGRRKKDVDDDSDERVLMERLKQLSVPASDEEDEVPAPIPRGRKKAKGGNVFEALIQDDSEEEEEEEENRVLKPAKPEKNRINKAVAEEPPGLRSKKGKEEKSKGKAKSKPAAADSEGEEEEEDTAKEKEPPQQGKDRDKKEAEQGSGEEKEEKEGDLKANDPYANLSKKEKKKLKKQMDYERQVESLKAANAAENDFSVSQAEVSSRQAMLENASDIKLEK.... Result: 0 (no interaction). (5) The miRNA is hsa-miR-378a-3p with sequence ACUGGACUUGGAGUCAGAAGGC. The protein sequence of the target gene is MAPGLRGLPRCGLWLLLAHHLFMVTACRDPDYGTLIQELCLSRFKENMETIGKTLWCDWGKTIQSYGELTYCTKHVAHTIGCFWPNPEVDRFFIAVHHRYFSKCPISGRALRDPPNSILCPFIALPITVTLLMTALVVWRSKRTEGIV. Result: 0 (no interaction). (6) The miRNA is hsa-miR-548c-3p with sequence CAAAAAUCUCAAUUACUUUUGC. The protein sequence of the target gene is MSYDYHQNWGRDGGPRSSGGGYGGGPAGGHGGNRGSGGGGGGGGGGRGGRGRHPGHLKGREIGMWYAKKQGQKNKEAERQERAVVHMDERREEQIVQLLNSVQAKNDKESEAQISWFAPEDHGYGTEVSTKNTPCSENKLDIQEKKLINQEKKMFRIRNRSYIDRDSEYLLQENEPDGTLDQKLLEDLQKKKNDLRYIEMQHFREKLPSYGMQKELVNLIDNHQVTVISGETGCGKTTQVTQFILDNYIERGKGSACRIVCTQPRRISAISVAERVAAERAESCGSGNSTGYQIRLQSRL.... Result: 1 (interaction). (7) The miRNA is mmu-miR-340-5p with sequence UUAUAAAGCAAUGAGACUGAUU. The protein sequence of the target gene is MAKWGQGDPRWIVEEREDGTNVNNWHWTERDATIWSKGKLRELLVGIAMENEAGRCEISELKQVEGEASCNSRKGKLIFFYEWNIKLAWKGTVKESGAKHKGLIEIPSLSEENEINDTEVNVSKKKGDGEILKDLMRTTGTAKVREALGEYLKALKTEFTTGMILPTKAVATQELTLQRKLNENKLQASPVALGVRIPTVALHLTELFDTTVEQLYSIFTVKELVQKFSKSPAVLEAERGGKFQMFDGNISGEYVELVTNRKIIMKWRCRNWPEEHYATVELNFVPAPGQTELQLDCKGV.... Result: 1 (interaction).